This data is from NCI-60 drug combinations with 297,098 pairs across 59 cell lines. The task is: Regression. Given two drug SMILES strings and cell line genomic features, predict the synergy score measuring deviation from expected non-interaction effect. (1) Drug 1: C1=NC2=C(N=C(N=C2N1C3C(C(C(O3)CO)O)O)F)N. Drug 2: C1=CC=C(C(=C1)C(C2=CC=C(C=C2)Cl)C(Cl)Cl)Cl. Cell line: HT29. Synergy scores: CSS=-3.91, Synergy_ZIP=0.496, Synergy_Bliss=-0.296, Synergy_Loewe=-3.86, Synergy_HSA=-3.88. (2) Drug 1: C1C(C(OC1N2C=NC3=C2NC=NCC3O)CO)O. Drug 2: C1C(C(OC1N2C=NC(=NC2=O)N)CO)O. Cell line: SR. Synergy scores: CSS=33.5, Synergy_ZIP=-4.94, Synergy_Bliss=-1.30, Synergy_Loewe=-14.4, Synergy_HSA=1.31. (3) Drug 1: C(CC(=O)O)C(=O)CN.Cl. Drug 2: C1CN(P(=O)(OC1)NCCCl)CCCl. Cell line: HT29. Synergy scores: CSS=2.51, Synergy_ZIP=-4.41, Synergy_Bliss=-11.9, Synergy_Loewe=-3.16, Synergy_HSA=-9.72. (4) Drug 1: CS(=O)(=O)CCNCC1=CC=C(O1)C2=CC3=C(C=C2)N=CN=C3NC4=CC(=C(C=C4)OCC5=CC(=CC=C5)F)Cl. Synergy scores: CSS=44.6, Synergy_ZIP=-3.23, Synergy_Bliss=-1.35, Synergy_Loewe=-56.0, Synergy_HSA=-1.97. Cell line: UACC62. Drug 2: CCC1(C2=C(COC1=O)C(=O)N3CC4=CC5=C(C=CC(=C5CN(C)C)O)N=C4C3=C2)O.Cl. (5) Synergy scores: CSS=10.8, Synergy_ZIP=-3.37, Synergy_Bliss=-0.0923, Synergy_Loewe=-2.56, Synergy_HSA=-2.48. Drug 1: C1=NC(=NC(=O)N1C2C(C(C(O2)CO)O)O)N. Cell line: SNB-19. Drug 2: CC1=C(C(=CC=C1)Cl)NC(=O)C2=CN=C(S2)NC3=CC(=NC(=N3)C)N4CCN(CC4)CCO. (6) Drug 1: CN(CC1=CN=C2C(=N1)C(=NC(=N2)N)N)C3=CC=C(C=C3)C(=O)NC(CCC(=O)O)C(=O)O. Drug 2: C1CC(CCC1OC2=C(C(=CC=C2)Cl)F)(CC3=NC(=CC=C3)NC4=NC=CS4)C(=O)O. Cell line: T-47D. Synergy scores: CSS=39.5, Synergy_ZIP=3.01, Synergy_Bliss=1.05, Synergy_Loewe=-5.52, Synergy_HSA=5.46. (7) Drug 1: CC1=CC=C(C=C1)C2=CC(=NN2C3=CC=C(C=C3)S(=O)(=O)N)C(F)(F)F. Drug 2: CN(CCCl)CCCl.Cl. Cell line: CAKI-1. Synergy scores: CSS=10.8, Synergy_ZIP=-5.76, Synergy_Bliss=-0.365, Synergy_Loewe=-11.7, Synergy_HSA=-3.72.